Dataset: TCR-epitope binding with 47,182 pairs between 192 epitopes and 23,139 TCRs. Task: Binary Classification. Given a T-cell receptor sequence (or CDR3 region) and an epitope sequence, predict whether binding occurs between them. (1) The epitope is SEETGTLIV. The TCR CDR3 sequence is CASRSPDNYEQYF. Result: 0 (the TCR does not bind to the epitope). (2) Result: 1 (the TCR binds to the epitope). The epitope is FTISVTTEIL. The TCR CDR3 sequence is CASSYRQGEGSPLHF. (3) The epitope is FLNRFTTTL. The TCR CDR3 sequence is CASSESEGWTEAFF. Result: 1 (the TCR binds to the epitope). (4) The epitope is FTISVTTEIL. The TCR CDR3 sequence is CASSPSDSYTYNEQFF. Result: 0 (the TCR does not bind to the epitope).